This data is from Peptide-MHC class I binding affinity with 185,985 pairs from IEDB/IMGT. The task is: Regression. Given a peptide amino acid sequence and an MHC pseudo amino acid sequence, predict their binding affinity value. This is MHC class I binding data. (1) The peptide sequence is FRLMRTNFL. The MHC is HLA-A02:12 with pseudo-sequence HLA-A02:12. The binding affinity (normalized) is 0.0847. (2) The peptide sequence is AEHFENQVL. The MHC is HLA-B27:05 with pseudo-sequence HLA-B27:05. The binding affinity (normalized) is 0.0847. (3) The peptide sequence is MLARACQHA. The binding affinity (normalized) is 0.316. The MHC is HLA-A02:01 with pseudo-sequence HLA-A02:01. (4) The peptide sequence is LSRVYQILQP. The MHC is Mamu-A01 with pseudo-sequence Mamu-A01. The binding affinity (normalized) is 0.175.